From a dataset of Catalyst prediction with 721,799 reactions and 888 catalyst types from USPTO. Predict which catalyst facilitates the given reaction. (1) Reactant: [Cl:1][C:2]1[CH:7]=[CH:6][C:5]([C:8]2[N:12]([CH2:13][CH:14]([OH:19])[C:15]([F:18])([F:17])[F:16])[C:11](=[O:20])[N:10]([CH2:21][C:22]3[CH:31]=[CH:30][C:25]([C:26]([O:28]C)=[O:27])=[CH:24][CH:23]=3)[N:9]=2)=[CH:4][CH:3]=1.[OH-].[Na+].O. Product: [Cl:1][C:2]1[CH:7]=[CH:6][C:5]([C:8]2[N:12]([CH2:13][CH:14]([OH:19])[C:15]([F:18])([F:17])[F:16])[C:11](=[O:20])[N:10]([CH2:21][C:22]3[CH:23]=[CH:24][C:25]([C:26]([OH:28])=[O:27])=[CH:30][CH:31]=3)[N:9]=2)=[CH:4][CH:3]=1. The catalyst class is: 92. (2) Reactant: C(O[C:6]([N:8]1[CH2:13][CH2:12][N:11]([C:14]2[C:23]3[C:18](=[CH:19][C:20]([Cl:24])=[CH:21][CH:22]=3)[N:17]=[C:16]([NH:25][CH:26]([CH3:28])[CH3:27])[CH:15]=2)[CH2:10][CH2:9]1)=[O:7])(C)(C)C.[C:29](O)([C:31]([F:34])(F)F)=O. Product: [Cl:24][C:20]1[CH:19]=[C:18]2[C:23]([C:14]([N:11]3[CH2:12][CH2:13][N:8]([C:6]([NH:11][C:14]4[CH:23]=[CH:29][C:31]([F:34])=[CH:16][CH:15]=4)=[O:7])[CH2:9][CH2:10]3)=[CH:15][C:16]([NH:25][CH:26]([CH3:28])[CH3:27])=[N:17]2)=[CH:22][CH:21]=1. The catalyst class is: 2. (3) Reactant: [NH2:1][C:2]1[CH:7]=[CH:6][CH:5]=[CH:4][N:3]=1.[CH2:8]1[C:13](=[O:14])[N:12]([O:15][C:16](ON2C(=O)CCC2=O)=[O:17])[C:10](=[O:11])[CH2:9]1. Product: [O:11]=[C:10]1[CH2:9][CH2:8][C:13](=[O:14])[N:12]1[O:15][C:16](=[O:17])[NH:1][C:2]1[CH:7]=[CH:6][CH:5]=[CH:4][N:3]=1. The catalyst class is: 10. (4) Reactant: [Cl:1][C:2]1[CH:7]=[CH:6][C:5]([C@@H:8]2[C@:10]3([C:18]4[C:13](=[CH:14][CH:15]=[CH:16][CH:17]=4)[N:12]([CH2:19][CH:20]=O)[C:11]3=[O:22])[CH2:9]2)=[CH:4][CH:3]=1.[CH:23]([N:26]1[CH2:31][CH2:30][NH:29][CH2:28][CH2:27]1)([CH3:25])[CH3:24].C(O)(=O)C.[BH-](OC(C)=O)(OC(C)=O)OC(C)=O.[Na+]. Product: [Cl:1][C:2]1[CH:7]=[CH:6][C:5]([C@H:8]2[C@@:10]3([C:18]4[C:13](=[CH:14][CH:15]=[CH:16][CH:17]=4)[N:12]([CH2:19][CH2:20][N:29]4[CH2:30][CH2:31][N:26]([CH:23]([CH3:25])[CH3:24])[CH2:27][CH2:28]4)[C:11]3=[O:22])[CH2:9]2)=[CH:4][CH:3]=1. The catalyst class is: 2. (5) Reactant: [NH2:1][C:2]1[CH:7]=[C:6]([Cl:8])[CH:5]=[CH:4][C:3]=1[SH:9].[CH:10](=O)[C:11]1[CH:21]=[C:18]([O:19][CH3:20])[C:16]([OH:17])=[C:13]([O:14][CH3:15])[CH:12]=1. Product: [Cl:8][C:6]1[CH:5]=[CH:4][C:3]2[S:9][C:10]([C:11]3[CH:21]=[C:18]([O:19][CH3:20])[C:16]([OH:17])=[C:13]([O:14][CH3:15])[CH:12]=3)=[N:1][C:2]=2[CH:7]=1. The catalyst class is: 3. (6) Reactant: [BH4-].[Na+].[Cl:3][C:4]1[CH:9]=[CH:8][C:7]([CH2:10][N:11]2[C:15]3[C:16](=[O:19])[CH2:17][CH2:18][C:14]=3[N:13]=[C:12]2[CH:20]2[CH2:22][CH2:21]2)=[CH:6][CH:5]=1. Product: [Cl:3][C:4]1[CH:5]=[CH:6][C:7]([CH2:10][N:11]2[C:15]3[CH:16]([OH:19])[CH2:17][CH2:18][C:14]=3[N:13]=[C:12]2[CH:20]2[CH2:21][CH2:22]2)=[CH:8][CH:9]=1. The catalyst class is: 98. (7) Reactant: C([O:8][CH2:9][C:10]1([O:23][CH3:24])[CH2:15][CH2:14][N:13]([C:16]([O:18][C:19]([CH3:22])([CH3:21])[CH3:20])=[O:17])[CH2:12][CH2:11]1)C1C=CC=CC=1.[H][H]. Product: [OH:8][CH2:9][C:10]1([O:23][CH3:24])[CH2:11][CH2:12][N:13]([C:16]([O:18][C:19]([CH3:20])([CH3:21])[CH3:22])=[O:17])[CH2:14][CH2:15]1. The catalyst class is: 563. (8) Reactant: [Cl:1][C:2]1[C:11]([NH:12][S:13]([C:16]([F:19])([F:18])[F:17])(=[O:15])=[O:14])=[CH:10][C:9]([Cl:20])=[CH:8][C:3]=1[C:4]([O:6]C)=[O:5].[OH-].[Na+].Cl. Product: [ClH:1].[Cl:1][C:2]1[C:11]([NH:12][S:13]([C:16]([F:19])([F:17])[F:18])(=[O:14])=[O:15])=[CH:10][C:9]([Cl:20])=[CH:8][C:3]=1[C:4]([OH:6])=[O:5]. The catalyst class is: 5. (9) Reactant: [Br:1]N1C(=O)CCC1=O.C([O-])(=O)C.[Na+].[Cl:14][C:15]1[CH:20]=[CH:19][CH:18]=[CH:17][C:16]=1[CH:21]1[CH2:26][CH2:25][C:24]([O:27][Si](C)(C)C)=[CH:23][CH2:22]1. Product: [Br:1][CH:25]1[CH2:26][CH:21]([C:16]2[CH:17]=[CH:18][CH:19]=[CH:20][C:15]=2[Cl:14])[CH2:22][CH2:23][C:24]1=[O:27]. The catalyst class is: 30. (10) Reactant: [CH3:1][N:2]([CH3:28])[CH2:3][CH2:4][C:5]1[C:13]2[C:8](=[CH:9][CH:10]=[C:11](/[CH:14]=[CH:15]/[C:16]([NH:18][CH2:19][C:20]3[CH:25]=[CH:24][C:23]([O:26][CH3:27])=[CH:22][CH:21]=3)=[O:17])[CH:12]=2)[NH:7][CH:6]=1.[C:29]([O-])([O-])=O.[K+].[K+].[I:35][CH2:36][CH2:37][CH2:38]C. Product: [I-:35].[CH3:27][O:26][C:23]1[CH:24]=[CH:25][C:20]([CH2:19][NH:18][C:16](=[O:17])/[CH:15]=[CH:14]/[C:11]2[CH:12]=[C:13]3[C:8](=[CH:9][CH:10]=2)[NH:7][CH:6]=[C:5]3[CH2:4][CH2:3][N+:2]([CH3:29])([CH3:1])[CH2:28][CH2:36][CH2:37][CH3:38])=[CH:21][CH:22]=1. The catalyst class is: 8.